Task: Predict the product of the given reaction.. Dataset: Forward reaction prediction with 1.9M reactions from USPTO patents (1976-2016) (1) Given the reactants [O:1]1[C:6]2[CH:7]=[CH:8][CH:9]=[CH:10][C:5]=2[O:4][CH:3]=[C:2]1[C:11]1[C:15](=[O:16])[N:14]([CH3:17])[C:13](=[O:18])[C:12]=1[C:19]1[C:27]2[C:22](=[CH:23][CH:24]=[CH:25][CH:26]=2)[N:21]([C:28]([O:30][C:31]([CH3:34])([CH3:33])[CH3:32])=[O:29])[CH:20]=1.II, predict the reaction product. The product is: [CH3:17][N:14]1[C:13](=[O:18])[C:12]2[C:19]3[C:27]4[C:22](=[CH:23][CH:24]=[CH:25][CH:26]=4)[N:21]([C:28]([O:30][C:31]([CH3:34])([CH3:33])[CH3:32])=[O:29])[C:20]=3[C:3]3[O:4][C:5]4[CH:10]=[CH:9][CH:8]=[CH:7][C:6]=4[O:1][C:2]=3[C:11]=2[C:15]1=[O:16]. (2) Given the reactants C[O:2][C:3]([C:5]1(OC)[O:9][N:8]=[C:7]([C:10]2[CH:15]=[CH:14][C:13]([C:16]#[N:17])=[CH:12][C:11]=2[F:18])[CH2:6]1)=[O:4].[OH-].[Na+], predict the reaction product. The product is: [C:16]([C:13]1[CH:14]=[CH:15][C:10]([C:7]2[CH:6]=[C:5]([C:3]([OH:4])=[O:2])[O:9][N:8]=2)=[C:11]([F:18])[CH:12]=1)#[N:17]. (3) The product is: [F:5][C:6]([F:14])([F:13])[C:7]1[CH:11]=[C:10]([NH:12][C:1](=[O:3])[CH3:2])[NH:9][N:8]=1. Given the reactants [C:1](Cl)(=[O:3])[CH3:2].[F:5][C:6]([F:14])([F:13])[C:7]1[CH:11]=[C:10]([NH2:12])[NH:9][N:8]=1.CN1CCOCC1.[OH-].[Na+].Cl, predict the reaction product. (4) The product is: [C:11]1([C:12]2[CH:4]=[CH:3][CH:2]=[CH:14][CH:13]=2)[CH:6]=[CH:7][CH:8]=[CH:9][C:10]=1[C:5]1([OH:16])[C:4]2[CH:3]=[C:2]([Br:1])[CH:14]=[CH:13][C:12]=2[C:11]2[C:6]1=[CH:7][C:8]([Br:15])=[CH:9][CH:10]=2. Given the reactants [Br:1][C:2]1[CH:14]=[CH:13][C:12]2[C:11]3[C:6](=[CH:7][C:8]([Br:15])=[CH:9][CH:10]=3)[C:5](=[O:16])[C:4]=2[CH:3]=1, predict the reaction product. (5) Given the reactants [CH3:1][C:2]1[C:3]([C:17]([O:19][CH2:20][CH3:21])=[O:18])=[N:4][N:5]([C:7]2[CH:12]=[CH:11][C:10]([C:13]([F:16])([F:15])[F:14])=[CH:9][CH:8]=2)[CH:6]=1.C1(C(OOC(=O)C2C=CC=CC=2)=O)C=CC=CC=1.[Br:40]N1C(=O)CCC1=O, predict the reaction product. The product is: [Br:40][CH2:1][C:2]1[C:3]([C:17]([O:19][CH2:20][CH3:21])=[O:18])=[N:4][N:5]([C:7]2[CH:8]=[CH:9][C:10]([C:13]([F:16])([F:15])[F:14])=[CH:11][CH:12]=2)[CH:6]=1.